Dataset: Reaction yield outcomes from USPTO patents with 853,638 reactions. Task: Predict the reaction yield, written as a fraction of the theoretical maximum amount of product (1.0 means a 100% yield; for example, 0.34 means a 34% yield). The reactants are [Br:1][C:2]1[CH:3]=[C:4]2[C:9](=[CH:10][CH:11]=1)[C:8](=[O:12])[N:7]([CH2:13][C:14]1[CH:19]=[CH:18][C:17]([S:20]([CH3:22])=O)=[CH:16][CH:15]=1)[C:6]([C:23](=[O:26])[CH2:24][CH3:25])=[C:5]2[C:27]1[CH:32]=[CH:31][CH:30]=[CH:29][CH:28]=1.BrC[O:35][C:36](=[O:38])[CH3:37]. No catalyst specified. The product is [Br:1][C:2]1[CH:3]=[C:4]2[C:9](=[CH:10][CH:11]=1)[C:8](=[O:12])[N:7]([CH2:13][C:14]1[CH:19]=[CH:18][C:17]([S:20][CH2:22][O:38][C:36](=[O:35])[CH3:37])=[CH:16][CH:15]=1)[C:6]([C:23](=[O:26])[CH2:24][CH3:25])=[C:5]2[C:27]1[CH:32]=[CH:31][CH:30]=[CH:29][CH:28]=1. The yield is 0.690.